This data is from Reaction yield outcomes from USPTO patents with 853,638 reactions. The task is: Predict the reaction yield, written as a fraction of the theoretical maximum amount of product (1.0 means a 100% yield; for example, 0.34 means a 34% yield). (1) The reactants are [OH-].[K+].C[O:4][C:5](=[O:18])[C:6]([CH3:17])([CH3:16])[CH2:7][O:8][CH2:9][C:10]1[CH:15]=[CH:14][CH:13]=[CH:12][CH:11]=1. The catalyst is C(O)C. The product is [CH2:9]([O:8][CH2:7][C:6]([CH3:17])([CH3:16])[C:5]([OH:18])=[O:4])[C:10]1[CH:15]=[CH:14][CH:13]=[CH:12][CH:11]=1. The yield is 0.320. (2) The reactants are Cl[CH2:2][CH2:3][CH2:4][O:5][C:6]1[CH:11]=[CH:10][C:9]([C:12]2[S:13][C:14]3[CH2:19][CH:18]([NH:20][C:21](=[O:30])[O:22][CH2:23][C:24]4[CH:29]=[CH:28][CH:27]=[CH:26][CH:25]=4)[CH2:17][C:15]=3[N:16]=2)=[CH:8][CH:7]=1.C(=O)([O-])[O-].[K+].[K+].[I-].[Na+].[CH3:39][CH:40]1[CH2:44][CH2:43][CH2:42][NH:41]1. The catalyst is C(#N)C. The product is [CH3:39][CH:40]1[CH2:44][CH2:43][CH2:42][N:41]1[CH2:2][CH2:3][CH2:4][O:5][C:6]1[CH:11]=[CH:10][C:9]([C:12]2[S:13][C:14]3[CH2:19][CH:18]([NH:20][C:21](=[O:30])[O:22][CH2:23][C:24]4[CH:29]=[CH:28][CH:27]=[CH:26][CH:25]=4)[CH2:17][C:15]=3[N:16]=2)=[CH:8][CH:7]=1. The yield is 0.370. (3) The reactants are [N+:1]([C:4]1[CH:16]=[CH:15][C:7]([O:8][CH:9]2[CH2:13][CH2:12][O:11][C:10]2=[O:14])=[CH:6][CH:5]=1)([O-])=O. The catalyst is CCO.[OH-].[Pd+2].[OH-]. The yield is 0.990. The product is [NH2:1][C:4]1[CH:16]=[CH:15][C:7]([O:8][CH:9]2[CH2:13][CH2:12][O:11][C:10]2=[O:14])=[CH:6][CH:5]=1. (4) The reactants are [CH:1]1[C:10]2[C:5](=[CH:6][CH:7]=[CH:8][CH:9]=2)[CH:4]=[C:3]([C:11]([OH:13])=O)[N:2]=1.CN(C(ON1N=NC2C=CC=CC1=2)=[N+](C)C)C.F[P-](F)(F)(F)(F)F.CCN(C(C)C)C(C)C.[CH3:47][O:48][C:49]([C:51]1[C:59]2[N:58]=[C:57]([NH2:60])[NH:56][C:55]=2[C:54]([F:61])=[C:53]([O:62][CH3:63])[C:52]=1[F:64])=[O:50]. The catalyst is CN(C=O)C. The product is [CH3:47][O:48][C:49]([C:51]1[C:59]2[NH:58][C:57]([NH:60][C:11]([C:3]3[N:2]=[CH:1][C:10]4[C:5]([CH:4]=3)=[CH:6][CH:7]=[CH:8][CH:9]=4)=[O:13])=[N:56][C:55]=2[C:54]([F:61])=[C:53]([O:62][CH3:63])[C:52]=1[F:64])=[O:50]. The yield is 0.490. (5) The reactants are OCC1C=NC2N3C=CN=C3C(=O)NC=2C=1.OCC1C=NC2N3C=NC=C3C(=O)NC=2C=1.O=C1[NH:39][C:38]2[CH:40]=[C:41]([C:44]([O:46][CH3:47])=[O:45])[CH:42]=[N:43][C:37]=2[N:36]2[CH:48]=[CH:49][N:50]=[C:35]12.[H-].[Na+].[H-].[H-].[H-].[H-].[Li+].[Al+3].C(O)(C(F)(F)F)=O. The catalyst is C1COCC1.O.C(#N)C. The product is [NH2:39][C:38]1[C:37]([N:36]2[CH:48]=[CH:49][N:50]=[CH:35]2)=[N:43][CH:42]=[C:41]([CH:40]=1)[C:44]([O:46][CH3:47])=[O:45]. The yield is 0.400.